This data is from Full USPTO retrosynthesis dataset with 1.9M reactions from patents (1976-2016). The task is: Predict the reactants needed to synthesize the given product. (1) Given the product [OH:59][C:52]1[C:51]([CH2:50][NH:49][C:13](=[O:15])[C:12]2[CH:11]=[CH:10][C:9]([CH2:1][CH2:2][C:3]3[CH:4]=[CH:5][CH:6]=[CH:7][CH:8]=3)=[CH:17][CH:16]=2)=[C:56]([CH3:57])[CH:55]=[C:54]([CH3:58])[N:53]=1, predict the reactants needed to synthesize it. The reactants are: [CH2:1]([C:9]1[CH:17]=[CH:16][C:12]([C:13]([OH:15])=O)=[CH:11][CH:10]=1)[CH2:2][C:3]1[CH:8]=[CH:7][CH:6]=[CH:5][CH:4]=1.F[P-](F)(F)(F)(F)F.N1(OC(N(C)C)=[N+](C)C)C2N=CC=CC=2N=N1.C(N(CC)CC)C.[NH2:49][CH2:50][C:51]1[C:52]([OH:59])=[N:53][C:54]([CH3:58])=[CH:55][C:56]=1[CH3:57]. (2) Given the product [CH3:1][N:2]1[CH2:7][CH2:6][N:5]([C:9]2[CH:21]=[CH:20][C:12]([C:13]([O:15][C:16]([CH3:18])([CH3:19])[CH3:17])=[O:14])=[C:11]([N+:22]([O-:24])=[O:23])[CH:10]=2)[CH2:4][CH2:3]1, predict the reactants needed to synthesize it. The reactants are: [CH3:1][N:2]1[CH2:7][CH2:6][NH:5][CH2:4][CH2:3]1.F[C:9]1[CH:21]=[CH:20][C:12]([C:13]([O:15][C:16]([CH3:19])([CH3:18])[CH3:17])=[O:14])=[C:11]([N+:22]([O-:24])=[O:23])[CH:10]=1. (3) Given the product [CH2:1]([C:3]1[S:28][C:6]2[N:7]([CH2:13][C:14]3[CH:19]=[CH:18][C:17]([C:20]4[CH:25]=[CH:24][CH:23]=[CH:22][C:21]=4[C:26]4[NH:42][C:43](=[O:46])[O:44][N:27]=4)=[CH:16][CH:15]=3)[C:8](=[O:12])[N:9]([CH2:30][C:31](=[O:32])[C:33]3[S:34][CH:35]=[CH:36][CH:37]=3)[C:10](=[O:11])[C:5]=2[CH:4]=1)[CH3:2], predict the reactants needed to synthesize it. The reactants are: [CH2:1]([C:3]1[S:28][C:6]2[N:7]([CH2:13][C:14]3[CH:19]=[CH:18][C:17]([C:20]4[C:21]([C:26]#[N:27])=[CH:22][CH:23]=[CH:24][CH:25]=4)=[CH:16][CH:15]=3)[C:8](=[O:12])[NH:9][C:10](=[O:11])[C:5]=2[CH:4]=1)[CH3:2].Br[CH2:30][C:31]([C:33]1[S:34][CH:35]=[CH:36][CH:37]=1)=[O:32].[H-].[Na+].[Cl-].O[NH3+:42].[C:43](=[O:46])([O-])[OH:44].[Na+]. (4) The reactants are: CCN(C(C)C)C(C)C.C1C=CC2N(O)N=NC=2C=1.CCN=C=NCCCN(C)C.[C:31]1([C:37]2[NH:41][N:40]=[C:39]([C:42]([NH:44][CH2:45][C:46]([OH:48])=O)=[O:43])[CH:38]=2)[CH:36]=[CH:35][CH:34]=[CH:33][CH:32]=1.Cl.[Cl:50][C:51]1[CH:61]=[CH:60][CH:59]=[CH:58][C:52]=1[O:53][CH:54]1[CH2:57][NH:56][CH2:55]1.Cl.FC(F)(F)C1C=C(C=CC=1)OC1CNC1. Given the product [Cl:50][C:51]1[CH:61]=[CH:60][CH:59]=[CH:58][C:52]=1[O:53][CH:54]1[CH2:57][N:56]([C:46](=[O:48])[CH2:45][NH:44][C:42]([C:39]2[CH:38]=[C:37]([C:31]3[CH:32]=[CH:33][CH:34]=[CH:35][CH:36]=3)[NH:41][N:40]=2)=[O:43])[CH2:55]1, predict the reactants needed to synthesize it. (5) Given the product [C:1]([O:5][C:6](=[O:30])[NH:7][C:8]1[CH:13]=[C:12]([N:14]([CH3:23])[C:15]2[CH:20]=[CH:19][N:18]=[C:17]([S:21]([CH3:22])=[O:36])[N:16]=2)[N:11]=[C:10]([C:24]2[CH:25]=[CH:26][CH:27]=[CH:28][CH:29]=2)[N:9]=1)([CH3:4])([CH3:2])[CH3:3], predict the reactants needed to synthesize it. The reactants are: [C:1]([O:5][C:6](=[O:30])[NH:7][C:8]1[CH:13]=[C:12]([N:14]([CH3:23])[C:15]2[CH:20]=[CH:19][N:18]=[C:17]([S:21][CH3:22])[N:16]=2)[N:11]=[C:10]([C:24]2[CH:29]=[CH:28][CH:27]=[CH:26][CH:25]=2)[N:9]=1)([CH3:4])([CH3:3])[CH3:2].ClC1C=C(C=CC=1)C(OO)=[O:36]. (6) Given the product [ClH:18].[CH2:1]([C:3]1[O:4][C:5]2[C:15]([N:16]=1)=[CH:14][C:8]1[CH2:9][CH2:10][N:11]([CH2:19][CH2:20][CH2:21][S:22][C:23]3[N:24]([CH3:39])[C:25]([C:28]4[CH:37]=[CH:36][CH:35]=[C:34]5[C:29]=4[CH:30]=[CH:31][C:32]([CH3:38])=[N:33]5)=[N:26][N:27]=3)[CH2:12][CH2:13][C:7]=1[C:6]=2[CH3:17])[CH3:2], predict the reactants needed to synthesize it. The reactants are: [CH2:1]([C:3]1[O:4][C:5]2[C:15]([N:16]=1)=[CH:14][C:8]1[CH2:9][CH2:10][NH:11][CH2:12][CH2:13][C:7]=1[C:6]=2[CH3:17])[CH3:2].[Cl:18][CH2:19][CH2:20][CH2:21][S:22][C:23]1[N:24]([CH3:39])[C:25]([C:28]2[CH:37]=[CH:36][CH:35]=[C:34]3[C:29]=2[CH:30]=[CH:31][C:32]([CH3:38])=[N:33]3)=[N:26][N:27]=1.